From a dataset of NCI-60 drug combinations with 297,098 pairs across 59 cell lines. Regression. Given two drug SMILES strings and cell line genomic features, predict the synergy score measuring deviation from expected non-interaction effect. (1) Drug 1: CN(C)N=NC1=C(NC=N1)C(=O)N. Drug 2: CC1=C(C(=O)C2=C(C1=O)N3CC4C(C3(C2COC(=O)N)OC)N4)N. Cell line: OVCAR-8. Synergy scores: CSS=29.3, Synergy_ZIP=-5.52, Synergy_Bliss=-0.369, Synergy_Loewe=-12.8, Synergy_HSA=-1.96. (2) Drug 1: CC1=C(C=C(C=C1)NC(=O)C2=CC=C(C=C2)CN3CCN(CC3)C)NC4=NC=CC(=N4)C5=CN=CC=C5. Drug 2: CC=C1C(=O)NC(C(=O)OC2CC(=O)NC(C(=O)NC(CSSCCC=C2)C(=O)N1)C(C)C)C(C)C. Cell line: 786-0. Synergy scores: CSS=20.8, Synergy_ZIP=-1.34, Synergy_Bliss=1.84, Synergy_Loewe=-5.32, Synergy_HSA=2.31. (3) Drug 1: C1=CC(=CC=C1CCC2=CNC3=C2C(=O)NC(=N3)N)C(=O)NC(CCC(=O)O)C(=O)O. Drug 2: CC12CCC3C(C1CCC2O)C(CC4=C3C=CC(=C4)O)CCCCCCCCCS(=O)CCCC(C(F)(F)F)(F)F. Cell line: OVCAR-4. Synergy scores: CSS=20.0, Synergy_ZIP=-0.864, Synergy_Bliss=-3.81, Synergy_Loewe=-13.3, Synergy_HSA=-3.55. (4) Drug 1: CC1=CC=C(C=C1)C2=CC(=NN2C3=CC=C(C=C3)S(=O)(=O)N)C(F)(F)F. Drug 2: CCC1(CC2CC(C3=C(CCN(C2)C1)C4=CC=CC=C4N3)(C5=C(C=C6C(=C5)C78CCN9C7C(C=CC9)(C(C(C8N6C)(C(=O)OC)O)OC(=O)C)CC)OC)C(=O)OC)O.OS(=O)(=O)O. Cell line: NCI/ADR-RES. Synergy scores: CSS=-5.36, Synergy_ZIP=0.928, Synergy_Bliss=-0.187, Synergy_Loewe=-5.55, Synergy_HSA=-4.97. (5) Drug 1: CCCS(=O)(=O)NC1=C(C(=C(C=C1)F)C(=O)C2=CNC3=C2C=C(C=N3)C4=CC=C(C=C4)Cl)F. Drug 2: C1=NC2=C(N=C(N=C2N1C3C(C(C(O3)CO)O)O)F)N. Cell line: CCRF-CEM. Synergy scores: CSS=33.7, Synergy_ZIP=-1.21, Synergy_Bliss=0.691, Synergy_Loewe=-16.6, Synergy_HSA=-1.07. (6) Drug 1: CC1C(C(=O)NC(C(=O)N2CCCC2C(=O)N(CC(=O)N(C(C(=O)O1)C(C)C)C)C)C(C)C)NC(=O)C3=C4C(=C(C=C3)C)OC5=C(C(=O)C(=C(C5=N4)C(=O)NC6C(OC(=O)C(N(C(=O)CN(C(=O)C7CCCN7C(=O)C(NC6=O)C(C)C)C)C)C(C)C)C)N)C. Synergy scores: CSS=42.5, Synergy_ZIP=-14.2, Synergy_Bliss=-11.5, Synergy_Loewe=-7.69, Synergy_HSA=-5.10. Cell line: DU-145. Drug 2: C1C(C(OC1N2C=NC3=C(N=C(N=C32)Cl)N)CO)O.